Dataset: Forward reaction prediction with 1.9M reactions from USPTO patents (1976-2016). Task: Predict the product of the given reaction. (1) Given the reactants [Br:1][C:2]1[CH:10]=[C:9]2[C:5]([C:6]3([CH2:16][CH2:15][C:14](OCCCl)([O:17][CH2:18][CH2:19]Cl)[CH2:13][CH2:12]3)[C:7](=[O:11])[NH:8]2)=[CH:4][CH:3]=1.C[Si](Cl)(C)C.[NH:30]1[CH2:35][CH2:34][O:33][CH2:32][CH2:31]1.[I-].[Na+], predict the reaction product. The product is: [Br:1][C:2]1[CH:10]=[C:9]2[C:5]([C:6]3([CH2:12][CH2:13][CH:14]([O:17][CH2:18][CH2:19][N:30]4[CH2:35][CH2:34][O:33][CH2:32][CH2:31]4)[CH2:15][CH2:16]3)[C:7](=[O:11])[NH:8]2)=[CH:4][CH:3]=1. (2) Given the reactants [Cl:1][C:2]1[CH:3]=[C:4]([CH2:9][OH:10])[CH:5]=[N:6][C:7]=1Cl.[Cl:11][C:12]1[CH:18]=[CH:17][C:15]([NH2:16])=[CH:14][CH:13]=1.C([O-])([O-])=O.[K+].[K+], predict the reaction product. The product is: [Cl:1][C:2]1[CH:3]=[C:4]([CH2:9][OH:10])[CH:5]=[N:6][C:7]=1[NH:16][C:15]1[CH:17]=[CH:18][C:12]([Cl:11])=[CH:13][CH:14]=1. (3) Given the reactants C([O:3][C:4]([C:6]1[N:7]([CH2:25][C:26]2[CH:31]=[CH:30][CH:29]=[C:28]([Cl:32])[CH:27]=2)[C:8]2[C:13]([CH:14]=1)=[CH:12][C:11]([C:15]1[CH:20]=[CH:19][C:18]([O:21][CH:22]([CH3:24])[CH3:23])=[CH:17][CH:16]=1)=[CH:10][CH:9]=2)=[O:5])C.[F:33][C:34]1[CH:39]=[CH:38][C:37]([CH2:40][CH2:41][NH2:42])=[CH:36][CH:35]=1.[Cl:43][C:44]1[CH:52]=[CH:51][C:47]([C:48](Cl)=[O:49])=[CH:46][N:45]=1, predict the reaction product. The product is: [Cl:32][C:28]1[CH:27]=[C:26]([CH:31]=[CH:30][CH:29]=1)[CH2:25][N:7]1[C:8]2[C:13](=[CH:12][C:11]([C:15]3[CH:20]=[CH:19][C:18]([O:21][CH:22]([CH3:24])[CH3:23])=[CH:17][CH:16]=3)=[CH:10][CH:9]=2)[C:14]([N:42]([C:48]([C:47]2[CH:46]=[N:45][C:44]([Cl:43])=[CH:52][CH:51]=2)=[O:49])[CH2:41][CH2:40][C:37]2[CH:38]=[CH:39][C:34]([F:33])=[CH:35][CH:36]=2)=[C:6]1[C:4]([OH:3])=[O:5]. (4) Given the reactants [CH2:1]([C:4]1[NH:5][C:6]2[C:11]([CH:12]=1)=[C:10]([C:13]([F:16])([F:15])[F:14])[C:9]([C:17]#[N:18])=[CH:8][CH:7]=2)[CH2:2][CH3:3].C([O-])([O-])=O.[Cs+].[Cs+].Br[CH2:26][C:27]1[S:28][C:29]([CH:32]2[CH2:34][CH2:33]2)=[N:30][N:31]=1, predict the reaction product. The product is: [CH:32]1([C:29]2[S:28][C:27]([CH2:26][N:5]3[C:6]4[C:11](=[C:10]([C:13]([F:15])([F:16])[F:14])[C:9]([C:17]#[N:18])=[CH:8][CH:7]=4)[CH:12]=[C:4]3[CH2:1][CH2:2][CH3:3])=[N:31][N:30]=2)[CH2:34][CH2:33]1. (5) Given the reactants [Cl:1][C:2]1[CH:7]=[CH:6][N:5]=[C:4]2[C:8]([I:11])=[CH:9][NH:10][C:3]=12.[C:12](O[C:12]([O:14][C:15]([CH3:18])([CH3:17])[CH3:16])=[O:13])([O:14][C:15]([CH3:18])([CH3:17])[CH3:16])=[O:13], predict the reaction product. The product is: [Cl:1][C:2]1[CH:7]=[CH:6][N:5]=[C:4]2[C:8]([I:11])=[CH:9][N:10]([C:12]([O:14][C:15]([CH3:18])([CH3:17])[CH3:16])=[O:13])[C:3]=12. (6) Given the reactants Br[C:2]1[CH:3]=[C:4]([CH:7]=[CH:8][C:9]=1[O:10][CH2:11][CH2:12][N:13]1[CH2:18][CH2:17][O:16][CH2:15][CH2:14]1)[CH:5]=[O:6].C([Li])CCC.C1(C)C=CC(S([C:33]#[N:34])(=O)=O)=CC=1, predict the reaction product. The product is: [C:33]([C:2]1[CH:3]=[C:4]([CH:7]=[CH:8][C:9]=1[O:10][CH2:11][CH2:12][N:13]1[CH2:18][CH2:17][O:16][CH2:15][CH2:14]1)[CH:5]=[O:6])#[N:34].